From a dataset of Forward reaction prediction with 1.9M reactions from USPTO patents (1976-2016). Predict the product of the given reaction. (1) Given the reactants [O:1]=[C:2]1[NH:7][CH2:6][CH2:5][N:4]([C:8]([O:10][C:11]([CH3:14])([CH3:13])[CH3:12])=[O:9])[CH2:3]1.Br[C:16]1[CH:17]=[CH:18][C:19]([N+:22]([O-:24])=[O:23])=[N:20][CH:21]=1.CC1(C)C2C(=C(P(C3C=CC=CC=3)C3C=CC=CC=3)C=CC=2)OC2C(P(C3C=CC=CC=3)C3C=CC=CC=3)=CC=CC1=2.C([O-])([O-])=O.[Cs+].[Cs+], predict the reaction product. The product is: [N+:22]([C:19]1[N:20]=[CH:21][C:16]([N:7]2[CH2:6][CH2:5][N:4]([C:8]([O:10][C:11]([CH3:14])([CH3:13])[CH3:12])=[O:9])[CH2:3][C:2]2=[O:1])=[CH:17][CH:18]=1)([O-:24])=[O:23]. (2) Given the reactants [Cl:1][C:2]1[CH:7]=[CH:6][CH:5]=[CH:4][C:3]=1[C:8]1[CH:19]=[C:18]2[C:14]([CH:15]=[C:16]([CH:25]=[O:26])[N:17]2[CH2:20][CH2:21][CH2:22][O:23]C)=[C:13]2[C:9]=1[C:10](=[O:28])[NH:11][C:12]2=[O:27].B(Br)(Br)Br.[Cl:33]CCl, predict the reaction product. The product is: [Cl:33][C:15]1[C:14]2[C:18](=[CH:19][C:8]([C:3]3[CH:4]=[CH:5][CH:6]=[CH:7][C:2]=3[Cl:1])=[C:9]3[C:13]=2[C:12](=[O:27])[NH:11][C:10]3=[O:28])[N:17]([CH2:20][CH2:21][CH2:22][OH:23])[C:16]=1[CH2:25][OH:26]. (3) Given the reactants [CH3:1][O:2][C:3]([C:5]1[CH:13]=[C:12]2[C:8]([CH2:9][C:10](=[O:14])[NH:11]2)=[CH:7][CH:6]=1)=[O:4].[CH3:15][O:16][C:17](OC)(OC)[C:18]1[CH:23]=[CH:22][CH:21]=[CH:20][CH:19]=1.CC(OC(C)=O)=O, predict the reaction product. The product is: [CH3:15][O:16][C:17]([C:18]1[CH:23]=[CH:22][CH:21]=[CH:20][CH:19]=1)=[C:9]1[C:8]2[C:12](=[CH:13][C:5]([C:3]([O:2][CH3:1])=[O:4])=[CH:6][CH:7]=2)[NH:11][C:10]1=[O:14]. (4) Given the reactants Br[C:2]1[CH:3]=[C:4]2[C:8](=[CH:9][CH:10]=1)[CH2:7][N:6]([C:11]([NH:13][C:14]1[CH:19]=[CH:18][C:17]([C:20](=[O:25])[NH:21][CH2:22][CH2:23][CH3:24])=[CH:16][CH:15]=1)=[O:12])[CH2:5]2.[NH:26]1[CH:30]=[CH:29][C:28](B(O)O)=[N:27]1.C(=O)(O)[O-].[Na+].O, predict the reaction product. The product is: [CH2:22]([NH:21][C:20]([C:17]1[CH:18]=[CH:19][C:14]([NH:13][C:11]([N:6]2[CH2:5][C:4]3[C:8](=[CH:9][CH:10]=[C:2]([C:30]4[CH:29]=[CH:28][NH:27][N:26]=4)[CH:3]=3)[CH2:7]2)=[O:12])=[CH:15][CH:16]=1)=[O:25])[CH2:23][CH3:24]. (5) Given the reactants [CH:1]([C:4]1[C:9]([CH2:10][NH2:11])=[CH:8][N:7]=[CH:6][N:5]=1)([CH3:3])[CH3:2].[C:12](O[C:12]([O:14][C:15]([CH3:18])([CH3:17])[CH3:16])=[O:13])([O:14][C:15]([CH3:18])([CH3:17])[CH3:16])=[O:13].C(N(CC)CC)C.C(OCC)(=O)C, predict the reaction product. The product is: [CH:1]([C:4]1[C:9]([CH2:10][NH:11][C:12](=[O:13])[O:14][C:15]([CH3:18])([CH3:17])[CH3:16])=[CH:8][N:7]=[CH:6][N:5]=1)([CH3:3])[CH3:2]. (6) Given the reactants [NH2:1][C:2]1([CH2:20][OH:21])[C:15]2[CH:14]=[C:13]([O:16][CH3:17])[CH:12]=[C:11]([F:18])[C:10]=2[O:9][C:8]2[C:3]1=[CH:4][C:5]([Br:19])=[CH:6][CH:7]=2.C1COCC1.[C:27](#[N:30])[CH:28]=[CH2:29].[OH-].[Na+], predict the reaction product. The product is: [NH2:1][C:2]1([CH2:20][O:21][CH2:29][CH2:28][C:27]#[N:30])[C:15]2[CH:14]=[C:13]([O:16][CH3:17])[CH:12]=[C:11]([F:18])[C:10]=2[O:9][C:8]2[C:3]1=[CH:4][C:5]([Br:19])=[CH:6][CH:7]=2. (7) The product is: [CH3:11][C:8]1[CH:9]=[CH:10][C:5]([CH2:4][N:1]2[CH:18]=[C:16]([C@H:14]([OH:15])[CH3:13])[N:3]=[N:2]2)=[CH:6][CH:7]=1. Given the reactants [N:1]([CH2:4][C:5]1[CH:10]=[CH:9][C:8]([CH3:11])=[CH:7][CH:6]=1)=[N+:2]=[N-:3].O=[C:13]1O[C@H:18]([C@H](CO)O)[C:16]([O-])=[C:14]1[OH:15].[Na+], predict the reaction product.